Dataset: Ames mutagenicity test results for genotoxicity prediction. Task: Regression/Classification. Given a drug SMILES string, predict its toxicity properties. Task type varies by dataset: regression for continuous values (e.g., LD50, hERG inhibition percentage) or binary classification for toxic/non-toxic outcomes (e.g., AMES mutagenicity, cardiotoxicity, hepatotoxicity). Dataset: ames. (1) The molecule is CNC(C=[N+]([O-])O)=NCCSCc1ccc(CN(C)C)o1. The result is 0 (non-mutagenic). (2) The drug is Nc1ccc(N=Nc2cccc(N)c2N)cc1. The result is 1 (mutagenic). (3) The molecule is Oc1cccc2ncccc12. The result is 1 (mutagenic). (4) The drug is C[C@H]1CN(N=O)[C@H](C)CN1N=O. The result is 1 (mutagenic). (5) The compound is [N-]=[N+]=NC(c1ccccc1)C(O)CO. The result is 1 (mutagenic). (6) The molecule is Cn1c(CC(=O)OCCCl)c(C(=O)O)c2ccccc21. The result is 1 (mutagenic). (7) The result is 1 (mutagenic). The compound is O=[N+]([O-])c1ccc2ccc3c([N+](=O)[O-])c4ccccc4c4ccc1c2c34.